From a dataset of Full USPTO retrosynthesis dataset with 1.9M reactions from patents (1976-2016). Predict the reactants needed to synthesize the given product. (1) Given the product [F:1][C:2]1[CH:7]=[C:6]([CH:5]=[CH:4][C:3]=1[C:27]1[NH:31][C:30](=[O:32])[O:29][N:28]=1)[O:8][CH2:9][C:10]1[S:14][C:13]([C:15]2[CH:20]=[CH:19][C:18]([C:21]([F:22])([F:23])[F:24])=[CH:17][CH:16]=2)=[N:12][C:11]=1[CH:25]=[O:26], predict the reactants needed to synthesize it. The reactants are: [F:1][C:2]1[CH:7]=[C:6]([O:8][CH2:9][C:10]2[S:14][C:13]([C:15]3[CH:20]=[CH:19][C:18]([C:21]([F:24])([F:23])[F:22])=[CH:17][CH:16]=3)=[N:12][C:11]=2[CH2:25][OH:26])[CH:5]=[CH:4][C:3]=1[C:27]1[NH:31][C:30](=[O:32])[O:29][N:28]=1. (2) Given the product [CH3:21][CH:20]([CH3:22])[CH2:19][C@H:18]([N:23]1[CH2:28][CH2:27][CH2:25][CH2:24]1)[C:17]([NH:16][C@H:13]1[C@H:11]2[C@H:10]([CH2:9][N:8]([S:31]([CH3:30])(=[O:33])=[O:32])[CH2:12]2)[CH2:15][CH2:14]1)=[O:29], predict the reactants needed to synthesize it. The reactants are: C([N:8]1[CH2:12][C@H:11]2[C@H:13]([NH:16][C:17](=[O:29])[C@@H:18]([N:23]3[CH2:28][CH2:27]O[CH2:25][CH2:24]3)[CH2:19][CH:20]([CH3:22])[CH3:21])[CH2:14][CH2:15][C@H:10]2[CH2:9]1)C1C=CC=CC=1.[CH3:30][S:31](Cl)(=[O:33])=[O:32].FC(F)(F)C1C=C(S(Cl)(=O)=O)C=CC=1. (3) Given the product [Br:8][C:9]1[CH:14]=[CH:13][C:12]([C:15]([C:4]2[CH:5]=[CH:6][C:1]([OH:7])=[CH:2][CH:3]=2)([CH2:18][CH3:19])[CH2:16][CH3:17])=[CH:11][C:10]=1[CH3:21], predict the reactants needed to synthesize it. The reactants are: [C:1]1([OH:7])[CH:6]=[CH:5][CH:4]=[CH:3][CH:2]=1.[Br:8][C:9]1[CH:14]=[CH:13][C:12]([C:15](O)([CH2:18][CH3:19])[CH2:16][CH3:17])=[CH:11][C:10]=1[CH3:21].